This data is from NCI-60 drug combinations with 297,098 pairs across 59 cell lines. The task is: Regression. Given two drug SMILES strings and cell line genomic features, predict the synergy score measuring deviation from expected non-interaction effect. Drug 1: CC(C)(C#N)C1=CC(=CC(=C1)CN2C=NC=N2)C(C)(C)C#N. Drug 2: CCC1=C2CN3C(=CC4=C(C3=O)COC(=O)C4(CC)O)C2=NC5=C1C=C(C=C5)O. Cell line: SR. Synergy scores: CSS=44.0, Synergy_ZIP=1.21, Synergy_Bliss=-0.259, Synergy_Loewe=-34.8, Synergy_HSA=0.0467.